Dataset: Full USPTO retrosynthesis dataset with 1.9M reactions from patents (1976-2016). Task: Predict the reactants needed to synthesize the given product. (1) The reactants are: C([Li])CCC.Br[C:7]1[C:8]([C:22]2[CH:27]=[CH:26][CH:25]=[CH:24][CH:23]=2)=[N:9][N:10]2[C:15]([Si:16]([CH3:19])([CH3:18])[CH3:17])=[C:14]([O:20][CH3:21])[CH:13]=[CH:12][C:11]=12.Br[CH2:29][C:30]1[CH:31]=[C:32]([CH:37]=[C:38]([CH2:40][O:41][Si:42]([C:45]([CH3:48])([CH3:47])[CH3:46])([CH3:44])[CH3:43])[CH:39]=1)[C:33]([O:35][CH3:36])=[O:34].C(=O)(O)[O-].[Na+]. Given the product [Si:42]([O:41][CH2:40][C:38]1[CH:37]=[C:32]([CH:31]=[C:30]([CH2:29][C:7]2[C:8]([C:22]3[CH:27]=[CH:26][CH:25]=[CH:24][CH:23]=3)=[N:9][N:10]3[C:15]([Si:16]([CH3:19])([CH3:18])[CH3:17])=[C:14]([O:20][CH3:21])[CH:13]=[CH:12][C:11]=23)[CH:39]=1)[C:33]([O:35][CH3:36])=[O:34])([C:45]([CH3:48])([CH3:47])[CH3:46])([CH3:43])[CH3:44], predict the reactants needed to synthesize it. (2) Given the product [NH2:1][C:2]1[C:7]2=[C:8]([C:23]3[CH:28]=[CH:27][C:26]([NH:29][C:30]([NH:32][C:33]4[CH:38]=[C:37]([C:39]([F:40])([F:41])[F:42])[CH:36]=[CH:35][C:34]=4[F:43])=[O:31])=[C:25]([F:44])[CH:24]=3)[CH:9]=[C:10]([CH2:11][CH2:12][CH2:13][CH2:14][OH:15])[N:6]2[N:5]=[CH:4][N:3]=1, predict the reactants needed to synthesize it. The reactants are: [NH2:1][C:2]1[C:7]2=[C:8]([C:23]3[CH:28]=[CH:27][C:26]([NH:29][C:30]([NH:32][C:33]4[CH:38]=[C:37]([C:39]([F:42])([F:41])[F:40])[CH:36]=[CH:35][C:34]=4[F:43])=[O:31])=[C:25]([F:44])[CH:24]=3)[CH:9]=[C:10]([CH2:11][CH2:12][CH2:13][CH2:14][O:15][Si](C(C)(C)C)(C)C)[N:6]2[N:5]=[CH:4][N:3]=1.Cl. (3) Given the product [NH2:2][C:1]1[NH:19][N:18]=[C:4]([NH:5][C:6]2[CH:11]=[C:10]([Cl:12])[C:9]([C:13]#[N:14])=[C:8]([Cl:15])[CH:7]=2)[N:3]=1, predict the reactants needed to synthesize it. The reactants are: [C:1](/[N:3]=[C:4](\SC)/[NH:5][C:6]1[CH:11]=[C:10]([Cl:12])[C:9]([C:13]#[N:14])=[C:8]([Cl:15])[CH:7]=1)#[N:2].[NH2:18][NH2:19]. (4) Given the product [C:34]([O:33][CH2:32][C@@H:30]1[CH2:29][O:28][C:27](=[O:26])[N:31]1[C:21]1[CH:22]=[CH:23][C:18]([C:16]([N:13]2[CH2:14][CH2:15][N:10]([C:7]3[C:6]([CH3:25])=[CH:5][C:4]([CH:1]4[CH2:3][CH2:2]4)=[CH:9][N:8]=3)[CH2:11][CH2:12]2)=[O:17])=[CH:19][CH:20]=1)(=[O:41])[C:35]1[CH:36]=[CH:37][CH:38]=[CH:39][CH:40]=1, predict the reactants needed to synthesize it. The reactants are: [CH:1]1([C:4]2[CH:5]=[C:6]([CH3:25])[C:7]([N:10]3[CH2:15][CH2:14][N:13]([C:16]([C:18]4[CH:23]=[CH:22][C:21](I)=[CH:20][CH:19]=4)=[O:17])[CH2:12][CH2:11]3)=[N:8][CH:9]=2)[CH2:3][CH2:2]1.[O:26]=[C:27]1[NH:31][C@H:30]([CH2:32][O:33][C:34](=[O:41])[C:35]2[CH:40]=[CH:39][CH:38]=[CH:37][CH:36]=2)[CH2:29][O:28]1. (5) Given the product [NH2:22][CH2:21][C@@H:16]1[CH2:15][N:14]([CH2:13][CH2:12][C:11]2[C:10]3[C:5](=[CH:6][CH:7]=[C:8]([O:33][CH3:34])[N:9]=3)[N:4]=[CH:3][C:2]=2[F:1])[CH2:18]/[C:17]/1=[N:19]\[OH:20], predict the reactants needed to synthesize it. The reactants are: [F:1][C:2]1[CH:3]=[N:4][C:5]2[C:10]([C:11]=1[CH2:12][CH2:13][N:14]1[CH2:18]/[C:17](=[N:19]\[OH:20])/[C@H:16]([CH2:21][NH:22]C(=O)OCC3C=CC=CC=3)[CH2:15]1)=[N:9][C:8]([O:33][CH3:34])=[CH:7][CH:6]=2. (6) Given the product [CH3:1][C@H:2]1[C@@H:6]([C:7]2[N:11]3[C:12]4[CH:18]=[CH:17][NH:16][C:13]=4[N:14]=[CH:15][C:10]3=[N:9][N:8]=2)[CH2:5][C@@H:4]([CH2:27][CH2:28][C:29]#[N:30])[CH2:3]1, predict the reactants needed to synthesize it. The reactants are: [CH3:1][C@H:2]1[C@@H:6]([C:7]2[N:11]3[C:12]4[CH:18]=[CH:17][N:16](COCC[Si](C)(C)C)[C:13]=4[N:14]=[CH:15][C:10]3=[N:9][N:8]=2)[CH2:5][C@@H:4]([CH2:27][CH2:28][C:29]#[N:30])[CH2:3]1.C(O)(C(F)(F)F)=O.[OH-].[NH4+].O. (7) Given the product [CH2:1]([O:3][C:4]([C:6]1[C:10]([C:11]2[CH:16]=[CH:15][CH:14]=[CH:13][CH:12]=2)=[CH:9][S:8][C:7]=1[N:17]1[C:21](=[O:22])[C:20]2[C:19](=[CH:27][CH:26]=[CH:25][CH:24]=2)[C:18]1=[O:23])=[O:5])[CH3:2], predict the reactants needed to synthesize it. The reactants are: [CH2:1]([O:3][C:4]([C:6]1[C:10]([C:11]2[CH:16]=[CH:15][CH:14]=[CH:13][CH:12]=2)=[CH:9][S:8][C:7]=1[NH2:17])=[O:5])[CH3:2].[C:18]1(=O)[O:23][C:21](=[O:22])[C:20]2=[CH:24][CH:25]=[CH:26][CH:27]=[C:19]12.